Dataset: Full USPTO retrosynthesis dataset with 1.9M reactions from patents (1976-2016). Task: Predict the reactants needed to synthesize the given product. (1) The reactants are: [Br-].[K+].BrBr.[CH3:5][O:6][C:7]1[CH:15]=[CH:14][CH:13]=[C:12]2[C:8]=1[CH:9]=[CH:10][N:11]2[CH3:16].C(=O)(O)[O-:18].[Na+]. Given the product [CH3:5][O:6][C:7]1[CH:15]=[CH:14][CH:13]=[C:12]2[C:8]=1[CH2:9][C:10](=[O:18])[N:11]2[CH3:16], predict the reactants needed to synthesize it. (2) Given the product [NH2:24][C:17]1[CH:18]=[C:19]([F:23])[C:20]([F:22])=[CH:21][C:16]=1[S:13]([NH:12][C:9]1[CH:10]=[CH:11][C:2]([Cl:1])=[C:3]2[C:8]=1[N:7]=[CH:6][CH:5]=[CH:4]2)(=[O:14])=[O:15], predict the reactants needed to synthesize it. The reactants are: [Cl:1][C:2]1[CH:11]=[CH:10][C:9]([NH:12][S:13]([C:16]2[CH:21]=[C:20]([F:22])[C:19]([F:23])=[CH:18][C:17]=2[N+:24]([O-])=O)(=[O:15])=[O:14])=[C:8]2[C:3]=1[CH:4]=[CH:5][CH:6]=[N:7]2.Cl[Sn]Cl. (3) Given the product [C:26]1([C@H:32]([NH:34][S:13]([C:16]2[CH:17]=[CH:18][C:19]([C:20]([O:22][CH3:23])=[O:21])=[CH:24][CH:25]=2)(=[O:15])=[O:14])[CH3:33])[CH:31]=[CH:30][CH:29]=[CH:28][CH:27]=1, predict the reactants needed to synthesize it. The reactants are: ClC1C(N[S:13]([C:16]2[CH:25]=[CH:24][C:19]([C:20]([O:22][CH3:23])=[O:21])=[CH:18][CH:17]=2)(=[O:15])=[O:14])=NC=C(C(F)(F)F)C=1.[C:26]1([C@H:32]([NH2:34])[CH3:33])[CH:31]=[CH:30][CH:29]=[CH:28][CH:27]=1. (4) Given the product [OH:39][CH:13]([CH2:14][CH:15]=[CH:16][CH2:17][CH3:18])[CH2:12][CH2:11][CH:10]=[CH:9][CH2:8][CH2:7][CH2:6][CH2:5][CH2:4][CH2:3][CH2:2][C:1]([OH:20])=[O:19], predict the reactants needed to synthesize it. The reactants are: [C:1]([OH:20])(=[O:19])[CH2:2][CH2:3][CH2:4][CH2:5][CH2:6][CH2:7][CH2:8]/[CH:9]=[CH:10]\[CH2:11]/[CH:12]=[CH:13]\[CH2:14][CH2:15][CH2:16][CH2:17][CH3:18].C(O)(=[O:39])CCCCCCC/C=C\C/C=C\C/C=C\CC. (5) Given the product [F:18][C:19]1[C:24]([CH3:25])=[CH:23][CH:22]=[CH:21][C:20]=1[N:15]1[C:13]2=[N:14][C:9]([OH:8])=[CH:10][CH:11]=[C:12]2[N:17]=[CH:16]1, predict the reactants needed to synthesize it. The reactants are: C([O:8][C:9]1[N:14]=[C:13]2[NH:15][CH:16]=[N:17][C:12]2=[CH:11][CH:10]=1)C1C=CC=CC=1.[F:18][C:19]1[C:24]([CH3:25])=[CH:23][CH:22]=[CH:21][C:20]=1B(O)O.